From a dataset of Forward reaction prediction with 1.9M reactions from USPTO patents (1976-2016). Predict the product of the given reaction. (1) Given the reactants [NH2:1][C:2]1[N:6]([C:7]2[C:12]([Cl:13])=[CH:11][C:10]([C:14]([F:17])([F:16])[F:15])=[CH:9][C:8]=2[Cl:18])[N:5]=[C:4]([C:19]#[N:20])[C:3]=1[S:21][C:22]([F:25])([F:24])[F:23].Cl.[CH:27](OCC)(OCC)[O:28][CH2:29][CH3:30], predict the reaction product. The product is: [C:19]([C:4]1[C:3]([S:21][C:22]([F:25])([F:24])[F:23])=[C:2]([N:1]=[CH:27][O:28][CH2:29][CH3:30])[N:6]([C:7]2[C:12]([Cl:13])=[CH:11][C:10]([C:14]([F:15])([F:16])[F:17])=[CH:9][C:8]=2[Cl:18])[N:5]=1)#[N:20]. (2) Given the reactants [CH2:1]([NH2:4])[CH:2]=[CH2:3].[C:5]([N:12]([CH2:14][C:15](O)=[O:16])[CH3:13])([O:7][C:8]([CH3:11])([CH3:10])[CH3:9])=[O:6].C(=O)(O)[O-].[Na+].O, predict the reaction product. The product is: [C:8]([O:7][C:5](=[O:6])[N:12]([CH2:14][C:15](=[O:16])[NH:4][CH2:1][CH:2]=[CH2:3])[CH3:13])([CH3:11])([CH3:9])[CH3:10].